From a dataset of Merck oncology drug combination screen with 23,052 pairs across 39 cell lines. Regression. Given two drug SMILES strings and cell line genomic features, predict the synergy score measuring deviation from expected non-interaction effect. (1) Drug 1: COC12C(COC(N)=O)C3=C(C(=O)C(C)=C(N)C3=O)N1CC1NC12. Drug 2: Cn1cc(-c2cnn3c(N)c(Br)c(C4CCCNC4)nc23)cn1. Cell line: NCIH23. Synergy scores: synergy=16.5. (2) Drug 1: COc1cccc2c1C(=O)c1c(O)c3c(c(O)c1C2=O)CC(O)(C(=O)CO)CC3OC1CC(N)C(O)C(C)O1. Drug 2: CC(C)CC(NC(=O)C(Cc1ccccc1)NC(=O)c1cnccn1)B(O)O. Cell line: RKO. Synergy scores: synergy=-8.24.